Dataset: Full USPTO retrosynthesis dataset with 1.9M reactions from patents (1976-2016). Task: Predict the reactants needed to synthesize the given product. Given the product [CH2:1]([C:8]1[C:9]2[N:10]([C:20]([O:29][CH2:31][C:32]3[CH:33]=[CH:34][C:35]([B:38]4[O:39][C:40]([CH3:46])([CH3:45])[C:41]([CH3:44])([CH3:43])[O:42]4)=[CH:36][CH:37]=3)=[C:21]([CH2:23][C:24]3[O:25][CH:26]=[CH:27][CH:28]=3)[N:22]=2)[CH:11]=[C:12]([C:14]2[CH:19]=[CH:18][CH:17]=[CH:16][CH:15]=2)[N:13]=1)[C:2]1[CH:3]=[CH:4][CH:5]=[CH:6][CH:7]=1, predict the reactants needed to synthesize it. The reactants are: [CH2:1]([C:8]1[NH:13][C:12]([C:14]2[CH:19]=[CH:18][CH:17]=[CH:16][CH:15]=2)=[CH:11][N:10]2[C:20](=[O:29])[C:21]([CH2:23][C:24]3[O:25][CH:26]=[CH:27][CH:28]=3)=[N:22][C:9]=12)[C:2]1[CH:7]=[CH:6][CH:5]=[CH:4][CH:3]=1.Br[CH2:31][C:32]1[CH:37]=[CH:36][C:35]([B:38]2[O:42][C:41]([CH3:44])([CH3:43])[C:40]([CH3:46])([CH3:45])[O:39]2)=[CH:34][CH:33]=1.C(=O)([O-])[O-].[K+].[K+].[I-].[K+].